From a dataset of Full USPTO retrosynthesis dataset with 1.9M reactions from patents (1976-2016). Predict the reactants needed to synthesize the given product. Given the product [CH3:21][CH:20]([N:3]([C:4]1[CH:9]=[CH:8][CH:7]=[C:6]([N+:10]([O-:12])=[O:11])[CH:5]=1)[CH:1]=[O:2])[C:22](=[O:24])[CH3:23], predict the reactants needed to synthesize it. The reactants are: [CH:1]([NH:3][C:4]1[CH:9]=[CH:8][CH:7]=[C:6]([N+:10]([O-:12])=[O:11])[CH:5]=1)=[O:2].C(=O)([O-])[O-].[K+].[K+].Br[CH:20]([C:22](=[O:24])[CH3:23])[CH3:21].